Dataset: Forward reaction prediction with 1.9M reactions from USPTO patents (1976-2016). Task: Predict the product of the given reaction. The product is: [Cl:1][C:2]1[N:3]=[C:4]([N:15]2[CH2:20][CH2:19][O:18][CH2:17][CH2:16]2)[C:5]2[N:12]=[N:21][N:8]([CH:9]([CH3:11])[CH3:10])[C:6]=2[N:7]=1. Given the reactants [Cl:1][C:2]1[N:7]=[C:6]([NH:8][CH:9]([CH3:11])[CH3:10])[C:5]([N+:12]([O-])=O)=[C:4]([N:15]2[CH2:20][CH2:19][O:18][CH2:17][CH2:16]2)[N:3]=1.[N:21]([O-])=O.[Na+], predict the reaction product.